From a dataset of NCI-60 drug combinations with 297,098 pairs across 59 cell lines. Regression. Given two drug SMILES strings and cell line genomic features, predict the synergy score measuring deviation from expected non-interaction effect. (1) Drug 1: C1CN1P(=S)(N2CC2)N3CC3. Drug 2: CNC(=O)C1=NC=CC(=C1)OC2=CC=C(C=C2)NC(=O)NC3=CC(=C(C=C3)Cl)C(F)(F)F. Cell line: K-562. Synergy scores: CSS=9.46, Synergy_ZIP=0.312, Synergy_Bliss=-0.160, Synergy_Loewe=-37.8, Synergy_HSA=-7.88. (2) Drug 1: C1C(C(OC1N2C=NC3=C(N=C(N=C32)Cl)N)CO)O. Drug 2: CN1C(=O)N2C=NC(=C2N=N1)C(=O)N. Cell line: BT-549. Synergy scores: CSS=35.7, Synergy_ZIP=-0.242, Synergy_Bliss=-1.74, Synergy_Loewe=-29.9, Synergy_HSA=-2.48. (3) Drug 1: C1CC(C1)(C(=O)O)C(=O)O.[NH2-].[NH2-].[Pt+2]. Drug 2: C1=CC=C(C=C1)NC(=O)CCCCCCC(=O)NO. Cell line: NCI-H226. Synergy scores: CSS=1.07, Synergy_ZIP=-0.592, Synergy_Bliss=-0.0989, Synergy_Loewe=-4.78, Synergy_HSA=-1.43. (4) Drug 1: CC1C(C(CC(O1)OC2CC(CC3=C2C(=C4C(=C3O)C(=O)C5=C(C4=O)C(=CC=C5)OC)O)(C(=O)C)O)N)O.Cl. Drug 2: C1CCC(C(C1)N)N.C(=O)(C(=O)[O-])[O-].[Pt+4]. Cell line: IGROV1. Synergy scores: CSS=34.2, Synergy_ZIP=-10.2, Synergy_Bliss=-4.03, Synergy_Loewe=-3.87, Synergy_HSA=-0.603. (5) Drug 1: CC1C(C(CC(O1)OC2CC(CC3=C2C(=C4C(=C3O)C(=O)C5=C(C4=O)C(=CC=C5)OC)O)(C(=O)CO)O)N)O.Cl. Drug 2: C1CC(=O)NC(=O)C1N2CC3=C(C2=O)C=CC=C3N. Cell line: ACHN. Synergy scores: CSS=1.74, Synergy_ZIP=-1.74, Synergy_Bliss=-2.39, Synergy_Loewe=-4.27, Synergy_HSA=-2.84. (6) Drug 1: COC1=C(C=C2C(=C1)N=CN=C2NC3=CC(=C(C=C3)F)Cl)OCCCN4CCOCC4. Drug 2: CCC1(CC2CC(C3=C(CCN(C2)C1)C4=CC=CC=C4N3)(C5=C(C=C6C(=C5)C78CCN9C7C(C=CC9)(C(C(C8N6C=O)(C(=O)OC)O)OC(=O)C)CC)OC)C(=O)OC)O.OS(=O)(=O)O. Cell line: OVCAR-5. Synergy scores: CSS=62.3, Synergy_ZIP=4.28, Synergy_Bliss=7.39, Synergy_Loewe=7.37, Synergy_HSA=7.15. (7) Drug 1: CC1OCC2C(O1)C(C(C(O2)OC3C4COC(=O)C4C(C5=CC6=C(C=C35)OCO6)C7=CC(=C(C(=C7)OC)O)OC)O)O. Drug 2: CC1CC(C(C(C=C(C(C(C=CC=C(C(=O)NC2=CC(=O)C(=C(C1)C2=O)OC)C)OC)OC(=O)N)C)C)O)OC. Cell line: HCT116. Synergy scores: CSS=65.0, Synergy_ZIP=2.30, Synergy_Bliss=-0.105, Synergy_Loewe=-1.01, Synergy_HSA=2.76. (8) Drug 1: C1=CC(=CC=C1CCCC(=O)O)N(CCCl)CCCl. Drug 2: CCC1(CC2CC(C3=C(CCN(C2)C1)C4=CC=CC=C4N3)(C5=C(C=C6C(=C5)C78CCN9C7C(C=CC9)(C(C(C8N6C=O)(C(=O)OC)O)OC(=O)C)CC)OC)C(=O)OC)O.OS(=O)(=O)O. Cell line: NCI-H522. Synergy scores: CSS=26.4, Synergy_ZIP=-11.5, Synergy_Bliss=-7.12, Synergy_Loewe=-7.76, Synergy_HSA=-4.96.